This data is from Forward reaction prediction with 1.9M reactions from USPTO patents (1976-2016). The task is: Predict the product of the given reaction. (1) The product is: [Cl:1][C:2]1[CH:10]=[CH:9][C:8]([C:11]2[N:12]([C:22]([O:24][C:25]([CH3:28])([CH3:27])[CH3:26])=[O:23])[C:13]3[C:18]([CH:19]=2)=[CH:17][C:16]([CH2:20][NH:33][CH2:30][C:31]#[CH:32])=[CH:15][CH:14]=3)=[C:7]2[C:3]=1[CH2:4][NH:5][C:6]2=[O:29]. Given the reactants [Cl:1][C:2]1[CH:10]=[CH:9][C:8]([C:11]2[N:12]([C:22]([O:24][C:25]([CH3:28])([CH3:27])[CH3:26])=[O:23])[C:13]3[C:18]([CH:19]=2)=[CH:17][C:16]([CH:20]=O)=[CH:15][CH:14]=3)=[C:7]2[C:3]=1[CH2:4][NH:5][C:6]2=[O:29].[CH2:30]([NH2:33])[C:31]#[CH:32].C(O[BH-](OC(=O)C)OC(=O)C)(=O)C.[Na+], predict the reaction product. (2) Given the reactants C[O:2][C:3](=[O:33])[C:4]1[CH:9]=[CH:8][C:7]([O:10][C:11]2[CH:16]=[CH:15][C:14]([Cl:17])=[C:13]([CH:18]([CH3:32])[C:19]([C:25]3[CH:30]=[CH:29][N:28]=[C:27]([Cl:31])[CH:26]=3)([OH:24])[C:20]([F:23])([F:22])[F:21])[CH:12]=2)=[N:6][CH:5]=1.[Li+].[OH-].O, predict the reaction product. The product is: [Cl:17][C:14]1[CH:15]=[CH:16][C:11]([O:10][C:7]2[CH:8]=[CH:9][C:4]([C:3]([OH:33])=[O:2])=[CH:5][N:6]=2)=[CH:12][C:13]=1[CH:18]([CH3:32])[C:19]([C:25]1[CH:30]=[CH:29][N:28]=[C:27]([Cl:31])[CH:26]=1)([OH:24])[C:20]([F:23])([F:21])[F:22]. (3) Given the reactants [CH3:1][O:2][C:3]([C:5]1[CH:10]=[CH:9][C:8]([C:11]2[C:12]([CH3:49])([CH3:48])[C@H:13]3[C@:26]([CH3:29])([CH2:27][CH:28]=2)[C@@H:25]2[C@:16]([CH3:47])([C@@:17]4([CH3:46])[C@H:22]([CH2:23][CH2:24]2)[C@H:21]2[C@H:30]([C:33]([CH3:35])=[CH2:34])[CH2:31][CH2:32][C@:20]2([C:36]([O:38][CH2:39][C:40]2[CH:45]=[CH:44][CH:43]=[CH:42][CH:41]=2)=[O:37])[CH2:19][CH2:18]4)[CH2:15][CH2:14]3)=[CH:7][CH:6]=1)=[O:4].[CH:50]([Br:53])(Br)[Br:51].[OH-].[Na+], predict the reaction product. The product is: [Br:51][C:50]1([Br:53])[CH2:34][C@:33]1([C@H:30]1[C@@H:21]2[C@@H:22]3[C@@:17]([CH3:46])([CH2:18][CH2:19][C@@:20]2([C:36]([O:38][CH2:39][C:40]2[CH:41]=[CH:42][CH:43]=[CH:44][CH:45]=2)=[O:37])[CH2:32][CH2:31]1)[C@@:16]1([CH3:47])[C@@H:25]([C@:26]2([CH3:29])[C@@H:13]([CH2:14][CH2:15]1)[C:12]([CH3:48])([CH3:49])[C:11]([C:8]1[CH:7]=[CH:6][C:5]([C:3]([O:2][CH3:1])=[O:4])=[CH:10][CH:9]=1)=[CH:28][CH2:27]2)[CH2:24][CH2:23]3)[CH3:35]. (4) Given the reactants [F:1][C:2]1[C:7]([F:8])=[CH:6][N:5]=[C:4]2[NH:9][CH:10]=[CH:11][C:3]=12.[N+:12]([O-])([OH:14])=[O:13], predict the reaction product. The product is: [F:1][C:2]1[C:7]([F:8])=[CH:6][N:5]=[C:4]2[NH:9][CH:10]=[C:11]([N+:12]([O-:14])=[O:13])[C:3]=12. (5) Given the reactants [NH2:1][CH2:2][CH2:3][C:4]1[N:5]([CH:27]([C:34]2[CH:39]=[CH:38][CH:37]=[CH:36][CH:35]=2)[C:28]2[CH:33]=[CH:32][CH:31]=[CH:30][CH:29]=2)[C:6]2[C:11]([C:12]=1[CH2:13][CH2:14][O:15][C:16]1[CH:25]=[CH:24][C:19]([C:20]([O:22]C)=[O:21])=[CH:18][CH:17]=1)=[CH:10][C:9]([Cl:26])=[CH:8][CH:7]=2.[Cl:40][C:41]1[CH:42]=[C:43]([S:48](Cl)(=[O:50])=[O:49])[CH:44]=[CH:45][C:46]=1[Cl:47], predict the reaction product. The product is: [CH:27]([N:5]1[C:6]2[C:11](=[CH:10][C:9]([Cl:26])=[CH:8][CH:7]=2)[C:12]([CH2:13][CH2:14][O:15][C:16]2[CH:17]=[CH:18][C:19]([C:20]([OH:22])=[O:21])=[CH:24][CH:25]=2)=[C:4]1[CH2:3][CH2:2][NH:1][S:48]([C:43]1[CH:44]=[CH:45][C:46]([Cl:47])=[C:41]([Cl:40])[CH:42]=1)(=[O:50])=[O:49])([C:34]1[CH:35]=[CH:36][CH:37]=[CH:38][CH:39]=1)[C:28]1[CH:29]=[CH:30][CH:31]=[CH:32][CH:33]=1. (6) Given the reactants [NH:1]1[C:9]2[C:4](=[CH:5][C:6]([O:10][C:11]3[C:20]4[C:15](=[CH:16][C:17]([O:23][CH2:24][C@H:25]5[CH2:27][O:26]5)=[C:18]([O:21][CH3:22])[CH:19]=4)[N:14]=[CH:13][N:12]=3)=[CH:7][CH:8]=2)[CH:3]=[CH:2]1.[CH:28]([NH2:31])([CH3:30])[CH3:29], predict the reaction product. The product is: [OH:26][C@H:25]([CH2:27][NH:31][CH:28]([CH3:30])[CH3:29])[CH2:24][O:23][C:17]1[CH:16]=[C:15]2[C:20]([C:11]([O:10][C:6]3[CH:5]=[C:4]4[C:9](=[CH:8][CH:7]=3)[NH:1][CH:2]=[CH:3]4)=[N:12][CH:13]=[N:14]2)=[CH:19][C:18]=1[O:21][CH3:22].